This data is from Forward reaction prediction with 1.9M reactions from USPTO patents (1976-2016). The task is: Predict the product of the given reaction. (1) Given the reactants [I:1][C:2]1[CH:3]=[N:4][NH:5][CH:6]=1.[H-].[Na+].Br[CH:10]1[CH2:12][CH2:11]1, predict the reaction product. The product is: [CH:10]1([N:4]2[CH:3]=[C:2]([I:1])[CH:6]=[N:5]2)[CH2:12][CH2:11]1. (2) Given the reactants [C:1]([O:5][C:6](=[O:26])[C:7]([S:10][C:11]1[S:12][CH:13]=[C:14]([CH2:16][CH2:17][NH:18][C:19]2[N:24]=[CH:23][C:22]([Br:25])=[CH:21][N:20]=2)[N:15]=1)([CH3:9])[CH3:8])([CH3:4])([CH3:3])[CH3:2].[CH2:27](I)[CH2:28][CH2:29][CH2:30][CH2:31][CH2:32][CH3:33].CC(C)([O-])C.[K+].O, predict the reaction product. The product is: [C:1]([O:5][C:6](=[O:26])[C:7]([S:10][C:11]1[S:12][CH:13]=[C:14]([CH2:16][CH2:17][N:18]([C:19]2[N:20]=[CH:21][C:22]([Br:25])=[CH:23][N:24]=2)[CH2:27][CH2:28][CH2:29][CH2:30][CH2:31][CH2:32][CH3:33])[N:15]=1)([CH3:9])[CH3:8])([CH3:2])([CH3:3])[CH3:4].